Dataset: Full USPTO retrosynthesis dataset with 1.9M reactions from patents (1976-2016). Task: Predict the reactants needed to synthesize the given product. (1) Given the product [OH:6][CH:7]1[CH2:8][CH2:9][CH:10]([N:13]2[CH2:17][CH2:16][CH:15]([CH2:22][C:23]3[O:24][C:25]4[CH:32]=[CH:31][CH:30]=[CH:29][C:26]=4[C:27]=3[CH3:28])[C:14]2=[O:18])[CH2:11][CH2:12]1, predict the reactants needed to synthesize it. The reactants are: C([Si](C)(C)[O:6][CH:7]1[CH2:12][CH2:11][CH:10]([N:13]2[CH2:17][CH2:16][CH2:15][C:14]2=[O:18])[CH2:9][CH2:8]1)(C)(C)C.Br[CH2:22][C:23]1[O:24][C:25]2[CH:32]=[CH:31][CH:30]=[CH:29][C:26]=2[C:27]=1[CH3:28]. (2) Given the product [F:37][C:27]1[CH:28]=[C:29]([C:33]([OH:36])([CH3:35])[CH3:34])[CH:30]=[C:31]([F:32])[C:26]=1[C:20]1[S:19][C:18]([NH:17][C:2]2[CH:3]=[CH:4][CH:5]=[C:6]([CH2:8][CH:9]([OH:10])[C:11]3[CH:12]=[N:13][N:14]([CH3:16])[CH:15]=3)[N:7]=2)=[C:22]([C:23]([NH2:25])=[O:24])[CH:21]=1, predict the reactants needed to synthesize it. The reactants are: Br[C:2]1[N:7]=[C:6]([CH2:8][CH:9]([C:11]2[CH:12]=[N:13][N:14]([CH3:16])[CH:15]=2)[OH:10])[CH:5]=[CH:4][CH:3]=1.[NH2:17][C:18]1[S:19][C:20]([C:26]2[C:31]([F:32])=[CH:30][C:29]([C:33]([OH:36])([CH3:35])[CH3:34])=[CH:28][C:27]=2[F:37])=[CH:21][C:22]=1[C:23]([NH2:25])=[O:24]. (3) Given the product [CH2:1]([C:4]1[C:9]([O:10][CH3:15])=[CH:8][CH:7]=[CH:6][C:5]=1[NH:11][C:12](=[O:14])[CH3:13])[CH:2]=[CH2:3], predict the reactants needed to synthesize it. The reactants are: [CH2:1]([C:4]1[C:9]([OH:10])=[CH:8][CH:7]=[CH:6][C:5]=1[NH:11][C:12](=[O:14])[CH3:13])[CH:2]=[CH2:3].[CH2:15](C1C=CC(NC(=O)C)=CC=1O)C=C.C(=O)([O-])[O-].[K+].[K+].CI. (4) Given the product [Br:1][C:2]1[CH:3]=[C:4]2[C:9](=[CH:10][CH:11]=1)[C:8](=[O:12])[NH:7][C:6](=[O:13])/[C:5]/2=[CH:14]\[NH:30][C:27]1[CH:26]=[CH:25][C:24]([S:21]([CH2:20][CH2:19][N:18]([CH3:31])[CH3:17])(=[O:23])=[O:22])=[CH:29][CH:28]=1, predict the reactants needed to synthesize it. The reactants are: [Br:1][C:2]1[CH:3]=[C:4]2[C:9](=[CH:10][CH:11]=1)[C:8](=[O:12])[NH:7][C:6](=[O:13])/[C:5]/2=[CH:14]/OC.[CH3:17][N:18]([CH3:31])[CH2:19][CH2:20][S:21]([C:24]1[CH:29]=[CH:28][C:27]([NH2:30])=[CH:26][CH:25]=1)(=[O:23])=[O:22].C(N(CC)CC)C. (5) Given the product [CH3:1][C:2]1[N:3]=[C:4]2[C:9]([O:10][CH2:11][C:12]3[C:17]([F:18])=[CH:16][CH:15]=[C:14]([F:19])[C:13]=3[F:20])=[CH:8][C:7]([CH3:21])=[CH:6][N:5]2[C:22]=1[C:23]([OH:25])=[O:24], predict the reactants needed to synthesize it. The reactants are: [CH3:1][C:2]1[N:3]=[C:4]2[C:9]([O:10][CH2:11][C:12]3[C:17]([F:18])=[CH:16][CH:15]=[C:14]([F:19])[C:13]=3[F:20])=[CH:8][C:7]([CH3:21])=[CH:6][N:5]2[C:22]=1[C:23]([O:25]CC)=[O:24].[OH-].[Li+].Cl. (6) Given the product [CH2:11]([O:10][C:8](=[O:9])[CH2:7][CH2:6][C:5]([C:4](=[O:3])[NH2:16])([F:14])[F:13])[CH3:12], predict the reactants needed to synthesize it. The reactants are: C([O:3][C:4](=O)[C:5]([F:14])([F:13])[CH2:6][CH2:7][C:8]([O:10][CH2:11][CH3:12])=[O:9])C.[NH3:16]. (7) The reactants are: [F:1][C:2]1[CH:3]=[C:4]([N:9]2[CH2:13][C@H:12]([CH2:14][N:15]=[N+:16]=[N-:17])[O:11][C:10]2=[O:18])[CH:5]=[CH:6][C:7]=1[I:8].[Cl:19][C:20](S(Cl)(=O)=O)=[CH2:21]. Given the product [F:1][C:2]1[CH:3]=[C:4]([N:9]2[CH2:13][C@H:12]([CH2:14][N:15]3[CH:21]=[C:20]([Cl:19])[N:17]=[N:16]3)[O:11][C:10]2=[O:18])[CH:5]=[CH:6][C:7]=1[I:8], predict the reactants needed to synthesize it. (8) Given the product [C:1]([O:5][C:6](=[O:15])[NH:7][C:8]([CH2:13][O:14][C:23]1[CH:24]=[CH:25][CH:26]=[C:19]([N+:16]([O-:18])=[O:17])[C:20]=1[C:21]#[N:22])([CH2:11][CH3:12])[CH2:9][CH3:10])([CH3:3])([CH3:2])[CH3:4], predict the reactants needed to synthesize it. The reactants are: [C:1]([O:5][C:6](=[O:15])[NH:7][C:8]([CH2:13][OH:14])([CH2:11][CH3:12])[CH2:9][CH3:10])([CH3:4])([CH3:3])[CH3:2].[N+:16]([C:19]1[CH:26]=[CH:25][CH:24]=[C:23]([N+]([O-])=O)[C:20]=1[C:21]#[N:22])([O-:18])=[O:17].